This data is from NCI-60 drug combinations with 297,098 pairs across 59 cell lines. The task is: Regression. Given two drug SMILES strings and cell line genomic features, predict the synergy score measuring deviation from expected non-interaction effect. (1) Drug 1: CCCS(=O)(=O)NC1=C(C(=C(C=C1)F)C(=O)C2=CNC3=C2C=C(C=N3)C4=CC=C(C=C4)Cl)F. Drug 2: CN(C)C1=NC(=NC(=N1)N(C)C)N(C)C. Cell line: HS 578T. Synergy scores: CSS=-4.67, Synergy_ZIP=6.25, Synergy_Bliss=6.83, Synergy_Loewe=-3.89, Synergy_HSA=-1.57. (2) Drug 2: CC1CCCC2(C(O2)CC(NC(=O)CC(C(C(=O)C(C1O)C)(C)C)O)C(=CC3=CSC(=N3)C)C)C. Cell line: UO-31. Synergy scores: CSS=10.1, Synergy_ZIP=-4.54, Synergy_Bliss=-2.39, Synergy_Loewe=-1.14, Synergy_HSA=-1.47. Drug 1: CC(CN1CC(=O)NC(=O)C1)N2CC(=O)NC(=O)C2. (3) Drug 1: CCC1(CC2CC(C3=C(CCN(C2)C1)C4=CC=CC=C4N3)(C5=C(C=C6C(=C5)C78CCN9C7C(C=CC9)(C(C(C8N6C=O)(C(=O)OC)O)OC(=O)C)CC)OC)C(=O)OC)O.OS(=O)(=O)O. Drug 2: C1CC(=O)NC(=O)C1N2C(=O)C3=CC=CC=C3C2=O. Cell line: SF-268. Synergy scores: CSS=8.03, Synergy_ZIP=-6.75, Synergy_Bliss=-0.464, Synergy_Loewe=-28.3, Synergy_HSA=-2.87. (4) Drug 1: C1CCC(C1)C(CC#N)N2C=C(C=N2)C3=C4C=CNC4=NC=N3. Drug 2: CN(C(=O)NC(C=O)C(C(C(CO)O)O)O)N=O. Cell line: HCC-2998. Synergy scores: CSS=0.384, Synergy_ZIP=3.26, Synergy_Bliss=-0.208, Synergy_Loewe=-4.74, Synergy_HSA=-4.85.